From a dataset of Merck oncology drug combination screen with 23,052 pairs across 39 cell lines. Regression. Given two drug SMILES strings and cell line genomic features, predict the synergy score measuring deviation from expected non-interaction effect. (1) Drug 1: NC(=O)c1cccc2cn(-c3ccc(C4CCCNC4)cc3)nc12. Drug 2: CC(C)CC(NC(=O)C(Cc1ccccc1)NC(=O)c1cnccn1)B(O)O. Cell line: SKOV3. Synergy scores: synergy=3.53. (2) Drug 1: NC1(c2ccc(-c3nc4ccn5c(=O)[nH]nc5c4cc3-c3ccccc3)cc2)CCC1. Drug 2: Cn1cc(-c2cnn3c(N)c(Br)c(C4CCCNC4)nc23)cn1. Cell line: COLO320DM. Synergy scores: synergy=7.55. (3) Drug 1: Cn1nnc2c(C(N)=O)ncn2c1=O. Drug 2: O=C(NOCC(O)CO)c1ccc(F)c(F)c1Nc1ccc(I)cc1F. Cell line: MSTO. Synergy scores: synergy=-3.00. (4) Drug 1: CC(=O)OC1C(=O)C2(C)C(O)CC3OCC3(OC(C)=O)C2C(OC(=O)c2ccccc2)C2(O)CC(OC(=O)C(O)C(NC(=O)c3ccccc3)c3ccccc3)C(C)=C1C2(C)C. Drug 2: Cn1nnc2c(C(N)=O)ncn2c1=O. Cell line: OV90. Synergy scores: synergy=4.26. (5) Drug 1: CCC1=CC2CN(C1)Cc1c([nH]c3ccccc13)C(C(=O)OC)(c1cc3c(cc1OC)N(C)C1C(O)(C(=O)OC)C(OC(C)=O)C4(CC)C=CCN5CCC31C54)C2. Drug 2: NC(=O)c1cccc2cn(-c3ccc(C4CCCNC4)cc3)nc12. Cell line: SW837. Synergy scores: synergy=-29.2. (6) Drug 1: O=P1(N(CCCl)CCCl)NCCCO1. Drug 2: COC1CC2CCC(C)C(O)(O2)C(=O)C(=O)N2CCCCC2C(=O)OC(C(C)CC2CCC(OP(C)(C)=O)C(OC)C2)CC(=O)C(C)C=C(C)C(O)C(OC)C(=O)C(C)CC(C)C=CC=CC=C1C. Cell line: KPL1. Synergy scores: synergy=45.4. (7) Drug 1: Cn1c(=O)n(-c2ccc(C(C)(C)C#N)cc2)c2c3cc(-c4cnc5ccccc5c4)ccc3ncc21. Drug 2: CNC(=O)c1cc(Oc2ccc(NC(=O)Nc3ccc(Cl)c(C(F)(F)F)c3)cc2)ccn1. Cell line: RPMI7951. Synergy scores: synergy=-4.42. (8) Drug 1: C=CCn1c(=O)c2cnc(Nc3ccc(N4CCN(C)CC4)cc3)nc2n1-c1cccc(C(C)(C)O)n1. Drug 2: NC1(c2ccc(-c3nc4ccn5c(=O)[nH]nc5c4cc3-c3ccccc3)cc2)CCC1. Cell line: SKMEL30. Synergy scores: synergy=6.11. (9) Drug 1: O=C(O)C1(Cc2cccc(Nc3nccs3)n2)CCC(Oc2cccc(Cl)c2F)CC1. Drug 2: CCc1c2c(nc3ccc(O)cc13)-c1cc3c(c(=O)n1C2)COC(=O)C3(O)CC. Cell line: COLO320DM. Synergy scores: synergy=-2.09.